This data is from Full USPTO retrosynthesis dataset with 1.9M reactions from patents (1976-2016). The task is: Predict the reactants needed to synthesize the given product. (1) Given the product [Cl:32][C:33]1[CH:41]=[CH:40][C:36]([C:37]([NH:1][C:2]2[CH:3]=[CH:4][C:5]([CH2:6][C:7]3[C:15]4[C:10](=[CH:11][CH:12]=[CH:13][CH:14]=4)[N:9]([CH2:16][C:17]([O:19][CH2:20][CH3:21])=[O:18])[C:8]=3[CH3:22])=[CH:23][CH:24]=2)=[O:38])=[CH:35][CH:34]=1, predict the reactants needed to synthesize it. The reactants are: [NH2:1][C:2]1[CH:24]=[CH:23][C:5]([CH2:6][C:7]2[C:15]3[C:10](=[CH:11][CH:12]=[CH:13][CH:14]=3)[N:9]([CH2:16][C:17]([O:19][CH2:20][CH3:21])=[O:18])[C:8]=2[CH3:22])=[CH:4][CH:3]=1.C(N(CC)CC)C.[Cl:32][C:33]1[CH:41]=[CH:40][C:36]([C:37](Cl)=[O:38])=[CH:35][CH:34]=1. (2) Given the product [CH2:1]([C:3]1[N:7]2[N:8]=[C:9]([CH3:22])[C:10]([C:19]([NH:35][CH2:36][CH2:37][OH:38])=[O:21])=[C:11]([C:12]3[CH:13]=[N:14][CH:15]=[C:16]([CH3:18])[CH:17]=3)[C:6]2=[CH:5][CH:4]=1)[CH3:2], predict the reactants needed to synthesize it. The reactants are: [CH2:1]([C:3]1[N:7]2[N:8]=[C:9]([CH3:22])[C:10]([C:19]([OH:21])=O)=[C:11]([C:12]3[CH:13]=[N:14][CH:15]=[C:16]([CH3:18])[CH:17]=3)[C:6]2=[CH:5][CH:4]=1)[CH3:2].Cl.C(N=C=NCCCN(C)C)C.[NH2:35][CH2:36][CH2:37][OH:38].